From a dataset of Forward reaction prediction with 1.9M reactions from USPTO patents (1976-2016). Predict the product of the given reaction. Given the reactants [CH3:1][C:2]1[O:3][C:4]([C:8]2[CH:13]=[CH:12][C:11]([NH:14][C:15]([NH2:17])=[S:16])=[CH:10][CH:9]=2)=[C:5]([CH3:7])[N:6]=1.Br[CH:19]1[CH2:24][CH2:23][CH2:22][CH:21]([C:25]2[CH:30]=[CH:29][CH:28]=[CH:27][CH:26]=2)[C:20]1=O, predict the reaction product. The product is: [CH3:1][C:2]1[O:3][C:4]([C:8]2[CH:13]=[CH:12][C:11]([NH:14][C:15]3[S:16][C:27]4[CH2:28][CH2:29][CH2:30][CH:25]([C:21]5[CH:22]=[CH:23][CH:24]=[CH:19][CH:20]=5)[C:26]=4[N:17]=3)=[CH:10][CH:9]=2)=[C:5]([CH3:7])[N:6]=1.